This data is from Catalyst prediction with 721,799 reactions and 888 catalyst types from USPTO. The task is: Predict which catalyst facilitates the given reaction. (1) Reactant: [CH3:1][C:2]1[C:7]([O:8][C:9]2[CH:14]=[CH:13][N:12]=[C:11]([NH:15][C:16](=[O:18])[CH3:17])[CH:10]=2)=[CH:6][CH:5]=[C:4]([N+:19]([O-])=O)[N:3]=1. Product: [NH2:19][C:4]1[N:3]=[C:2]([CH3:1])[C:7]([O:8][C:9]2[CH:14]=[CH:13][N:12]=[C:11]([NH:15][C:16](=[O:18])[CH3:17])[CH:10]=2)=[CH:6][CH:5]=1. The catalyst class is: 19. (2) Reactant: [NH2:1][C:2]1[C:11]([Cl:12])=[CH:10][C:5]([C:6]([O:8][CH3:9])=[O:7])=[C:4]([C:13]2[CH:18]=[CH:17][CH:16]=[C:15]([F:19])[CH:14]=2)[N:3]=1.Cl[CH2:21][CH:22]=O.O. Product: [Cl:12][C:11]1[C:2]2[N:3]([CH:21]=[CH:22][N:1]=2)[C:4]([C:13]2[CH:18]=[CH:17][CH:16]=[C:15]([F:19])[CH:14]=2)=[C:5]([C:6]([O:8][CH3:9])=[O:7])[CH:10]=1. The catalyst class is: 8. (3) The catalyst class is: 2. Reactant: [NH2:1][C:2]1[CH:7]=[CH:6][C:5]([N:8]([CH2:30][C:31]2[CH:36]=[CH:35][CH:34]=[C:33]([C:37]#[N:38])[CH:32]=2)[CH:9]2[CH2:14][CH2:13][N:12]([CH:15]([CH3:29])[CH2:16][CH2:17][NH:18][C:19]([C:21]3[C:22]([CH3:28])=[N:23][CH:24]=[N:25][C:26]=3[CH3:27])=[O:20])[CH2:11][CH2:10]2)=[CH:4][CH:3]=1.CCN(CC)CC.[CH:46]1([C:49](Cl)=[O:50])[CH2:48][CH2:47]1. Product: [C:37]([C:33]1[CH:32]=[C:31]([CH:36]=[CH:35][CH:34]=1)[CH2:30][N:8]([C:5]1[CH:4]=[CH:3][C:2]([NH:1][C:49]([CH:46]2[CH2:48][CH2:47]2)=[O:50])=[CH:7][CH:6]=1)[CH:9]1[CH2:14][CH2:13][N:12]([CH:15]([CH3:29])[CH2:16][CH2:17][NH:18][C:19]([C:21]2[C:26]([CH3:27])=[N:25][CH:24]=[N:23][C:22]=2[CH3:28])=[O:20])[CH2:11][CH2:10]1)#[N:38]. (4) Product: [CH:20]1([N:23]2[C:32]3[C:27](=[CH:28][C:29]([F:39])=[C:30]([N:33]4[CH2:38][CH2:37][N:36]([CH2:2][CH2:3][CH2:4][O:5][C:6]5[C:11]6[B:12]([OH:19])[O:13][CH:14]([CH2:15][N+:16]([O-:18])=[O:17])[C:10]=6[CH:9]=[CH:8][CH:7]=5)[CH2:35][CH2:34]4)[CH:31]=3)[C:26](=[O:40])[C:25]([C:41]([O:43][CH2:44][C:45]3[CH:46]=[CH:47][CH:48]=[CH:49][CH:50]=3)=[O:42])=[CH:24]2)[CH2:22][CH2:21]1. The catalyst class is: 3. Reactant: Br[CH2:2][CH2:3][CH2:4][O:5][C:6]1[C:11]2[B:12]([OH:19])[O:13][CH:14]([CH2:15][N+:16]([O-:18])=[O:17])[C:10]=2[CH:9]=[CH:8][CH:7]=1.[CH:20]1([N:23]2[C:32]3[C:27](=[CH:28][C:29]([F:39])=[C:30]([N:33]4[CH2:38][CH2:37][NH:36][CH2:35][CH2:34]4)[CH:31]=3)[C:26](=[O:40])[C:25]([C:41]([O:43][CH2:44][C:45]3[CH:50]=[CH:49][CH:48]=[CH:47][CH:46]=3)=[O:42])=[CH:24]2)[CH2:22][CH2:21]1. (5) Reactant: [OH:1]O.S(=O)(=O)(O)O.[CH:8]1([CH2:11][N:12]2[C:24]3[C:23]([C:25]([NH2:27])=[O:26])=[CH:22][C:21]([C:28]4[C:29]([CH3:34])=[N:30][O:31][C:32]=4[CH3:33])=[CH:20][C:19]=3[C:18]3[C:13]2=[CH:14][C:15](C=O)=[CH:16][CH:17]=3)[CH2:10][CH2:9]1.[OH-].[Na+].Cl. Product: [CH:8]1([CH2:11][N:12]2[C:24]3[C:23]([C:25]([NH2:27])=[O:26])=[CH:22][C:21]([C:28]4[C:29]([CH3:34])=[N:30][O:31][C:32]=4[CH3:33])=[CH:20][C:19]=3[C:18]3[C:13]2=[CH:14][C:15]([OH:1])=[CH:16][CH:17]=3)[CH2:9][CH2:10]1. The catalyst class is: 100.